From a dataset of Full USPTO retrosynthesis dataset with 1.9M reactions from patents (1976-2016). Predict the reactants needed to synthesize the given product. (1) Given the product [Cl:36][C:22]1[C:23]([NH:25][C:26]2[CH:35]=[CH:34][CH:33]=[CH:32][C:27]=2[C:28]([NH:30][CH3:31])=[O:29])=[N:24][C:19]([NH:1][C:2]2[CH:3]=[CH:4][C:5]3[C:11]([CH3:12])([CH3:13])[CH2:10][CH2:9][C:8](=[O:14])[N:7]([CH2:15][CH3:16])[C:6]=3[CH:17]=2)=[N:20][CH:21]=1, predict the reactants needed to synthesize it. The reactants are: [NH2:1][C:2]1[CH:3]=[CH:4][C:5]2[C:11]([CH3:13])([CH3:12])[CH2:10][CH2:9][C:8](=[O:14])[N:7]([CH2:15][CH3:16])[C:6]=2[CH:17]=1.Cl[C:19]1[N:24]=[C:23]([NH:25][C:26]2[CH:35]=[CH:34][CH:33]=[CH:32][C:27]=2[C:28]([NH:30][CH3:31])=[O:29])[C:22]([Cl:36])=[CH:21][N:20]=1. (2) Given the product [C:1]([C:3]1[CH:10]=[CH:9][C:6]([CH2:7][CH2:23][O:24][CH2:25][C:26]([OH:21])=[O:20])=[CH:5][CH:4]=1)#[N:2], predict the reactants needed to synthesize it. The reactants are: [C:1]([C:3]1[CH:10]=[CH:9][C:6]([CH:7]=O)=[CH:5][CH:4]=1)#[N:2].C(Br)(Br)Br.[OH-].[K+].Cl.C([OH:20])C.[O:21]1[CH2:26][CH2:25][O:24][CH2:23]C1. (3) Given the product [C:1]1([S:7]([N:10]2[C:14]3=[N:15][C:16]([O:19][CH3:20])=[CH:17][CH:18]=[C:13]3[CH:12]=[C:11]2[C:21](=[O:28])[CH2:22][CH:23]2[CH2:24][CH2:25][CH2:26][CH2:27]2)(=[O:8])=[O:9])[CH:2]=[CH:3][CH:4]=[CH:5][CH:6]=1, predict the reactants needed to synthesize it. The reactants are: [C:1]1([S:7]([N:10]2[C:14]3=[N:15][C:16]([O:19][CH3:20])=[CH:17][CH:18]=[C:13]3[CH:12]=[C:11]2[CH:21]([OH:28])[CH2:22][CH:23]2[CH2:27][CH2:26][CH2:25][CH2:24]2)(=[O:9])=[O:8])[CH:6]=[CH:5][CH:4]=[CH:3][CH:2]=1.CC(OI1(OC(C)=O)(OC(C)=O)OC(=O)C2C=CC=CC1=2)=O.